Dataset: Forward reaction prediction with 1.9M reactions from USPTO patents (1976-2016). Task: Predict the product of the given reaction. (1) Given the reactants [Cl:1][C:2]1[CH:3]=[C:4]([NH:9][C:10]2[N:11]=[CH:12][C:13]([C:16](OC)=[O:17])=[N:14][CH:15]=2)[CH:5]=[CH:6][C:7]=1[Cl:8].CC(C[AlH]CC(C)C)C, predict the reaction product. The product is: [Cl:1][C:2]1[CH:3]=[C:4]([NH:9][C:10]2[N:11]=[CH:12][C:13]([CH2:16][OH:17])=[N:14][CH:15]=2)[CH:5]=[CH:6][C:7]=1[Cl:8]. (2) Given the reactants CSC(=S)O[C@@H:5]1[C@@H:12]2[C@@H:8]([O:9][C:10]([CH3:14])([CH3:13])[O:11]2)[O:7][C@@H:6]1[CH:15]1[CH2:19][O:18][C:17]([CH3:21])([CH3:20])[O:16]1.C([SnH](CCCC)CCCC)CCC, predict the reaction product. The product is: [CH3:20][C:17]1([CH3:21])[O:16][CH:15]([C@H:6]2[O:7][C@@H:8]3[O:9][C:10]([CH3:14])([CH3:13])[O:11][C@@H:12]3[CH2:5]2)[CH2:19][O:18]1. (3) Given the reactants C(OC([NH:8][C:9]1[CH:30]=[CH:29][C:12]([O:13][C:14]2[C:19]([C:20]([OH:22])=[O:21])=[CH:18][N:17]=[C:16]([C:23]3[CH:24]=[N:25][CH:26]=[CH:27][CH:28]=3)[N:15]=2)=[CH:11][CH:10]=1)=O)(C)(C)C.C(O)(C(F)(F)F)=O, predict the reaction product. The product is: [NH2:8][C:9]1[CH:30]=[CH:29][C:12]([O:13][C:14]2[C:19]([C:20]([OH:22])=[O:21])=[CH:18][N:17]=[C:16]([C:23]3[CH:24]=[N:25][CH:26]=[CH:27][CH:28]=3)[N:15]=2)=[CH:11][CH:10]=1. (4) Given the reactants [CH3:1][C:2]1[C:3]([NH:8][C:9]2[S:10][CH:11]=[C:12]([C:14]3[CH:19]=[CH:18][CH:17]=[CH:16][N:15]=3)[N:13]=2)=[N:4][CH:5]=[CH:6][CH:7]=1.[Cl:20]N1C(=O)CCC1=O, predict the reaction product. The product is: [Cl:20][C:11]1[S:10][C:9]([NH:8][C:3]2[C:2]([CH3:1])=[CH:7][CH:6]=[CH:5][N:4]=2)=[N:13][C:12]=1[C:14]1[CH:19]=[CH:18][CH:17]=[CH:16][N:15]=1. (5) Given the reactants [F:1][C:2]1([F:26])[CH2:8][O:7][CH2:6][C:5]([NH2:9])=[N:4][C@@:3]21[C:18]1[C:13](=[CH:14][CH:15]=[C:16]([NH2:19])[CH:17]=1)[O:12][CH:11]([C:20]1[CH:25]=[CH:24][CH:23]=[CH:22][CH:21]=1)[CH2:10]2.[F:27][C:28]([F:39])([F:38])[C:29]1[CH:30]=[CH:31][C:32]([C:35](O)=[O:36])=[N:33][CH:34]=1, predict the reaction product. The product is: [NH2:9][C:5]1[CH2:6][O:7][CH2:8][C:2]([F:1])([F:26])[C@@:3]2([C:18]3[C:13](=[CH:14][CH:15]=[C:16]([NH:19][C:35](=[O:36])[C:32]4[CH:31]=[CH:30][C:29]([C:28]([F:38])([F:27])[F:39])=[CH:34][N:33]=4)[CH:17]=3)[O:12][CH:11]([C:20]3[CH:25]=[CH:24][CH:23]=[CH:22][CH:21]=3)[CH2:10]2)[N:4]=1.